Dataset: Catalyst prediction with 721,799 reactions and 888 catalyst types from USPTO. Task: Predict which catalyst facilitates the given reaction. (1) Reactant: C([Si]([O:8][C@@H:9]1[CH2:14][C@@H:13]2[C@@H:11]([CH2:12]2)[C@@H:10]1[O:15][CH2:16][O:17][CH3:18])(C)C)(C)(C)C.[F-].C([N+](CCCC)(CCCC)CCCC)CCC. Product: [CH3:18][O:17][CH2:16][O:15][C@@H:10]1[C@H:9]([OH:8])[CH2:14][C@@H:13]2[C@H:11]1[CH2:12]2. The catalyst class is: 1. (2) Reactant: FC(F)(F)C(O)=O.[CH:8]1([C:13]2([N:27]([CH3:29])[CH3:28])[CH2:26][CH2:25][C:16]3([CH2:20][N:19](C(O)=O)[C:18](=[O:24])[CH2:17]3)[CH2:15][CH2:14]2)[CH2:12][CH2:11][CH2:10][CH2:9]1. Product: [CH:8]1([C:13]2([N:27]([CH3:29])[CH3:28])[CH2:26][CH2:25][C:16]3([CH2:20][NH:19][C:18](=[O:24])[CH2:17]3)[CH2:15][CH2:14]2)[CH2:12][CH2:11][CH2:10][CH2:9]1. The catalyst class is: 2. (3) Reactant: Br.F[C:3]1[CH:12]=[C:11]2[C:6]([CH:7]=[C:8]([C:14]3[N:15]=[C:16]4[CH:21]=[C:20]([S:22][CH3:23])[N:19]=[CH:18][N:17]4[CH:24]=3)[C:9](=[O:13])[O:10]2)=[CH:5][CH:4]=1.[CH3:25][N:26]1[CH2:31][CH2:30][NH:29][CH2:28][CH2:27]1. Product: [CH3:25][N:26]1[CH2:31][CH2:30][N:29]([C:3]2[CH:12]=[C:11]3[C:6]([CH:7]=[C:8]([C:14]4[N:15]=[C:16]5[CH:21]=[C:20]([S:22][CH3:23])[N:19]=[CH:18][N:17]5[CH:24]=4)[C:9](=[O:13])[O:10]3)=[CH:5][CH:4]=2)[CH2:28][CH2:27]1. The catalyst class is: 58. (4) Reactant: [H-].[Al+3].[Li+].[H-].[H-].[H-].[CH2:7]([O:9][CH:10]([O:25][CH2:26][CH3:27])[CH2:11][O:12][C:13]1[C:22]([CH3:23])=[CH:21][C:16]([C:17](OC)=[O:18])=[C:15]([CH3:24])[CH:14]=1)[CH3:8].C(O)C. Product: [CH2:26]([O:25][CH:10]([O:9][CH2:7][CH3:8])[CH2:11][O:12][C:13]1[C:22]([CH3:23])=[CH:21][C:16]([CH2:17][OH:18])=[C:15]([CH3:24])[CH:14]=1)[CH3:27]. The catalyst class is: 1. (5) Reactant: [CH2:1]([N:3]([CH2:15][CH3:16])[CH2:4][CH2:5][O:6][C:7]1[CH:14]=[CH:13][C:10]([CH:11]=O)=[CH:9][CH:8]=1)[CH3:2].[NH2:17][C:18]1[CH:19]=[C:20]2[C:25](=[CH:26][CH:27]=1)[N:24]=[CH:23][CH:22]=[CH:21]2.C(O)(=O)C.C(O[BH-](OC(=O)C)OC(=O)C)(=O)C.[Na+].[OH-].[Na+]. Product: [N:24]1[C:25]2[C:20](=[CH:19][C:18]([NH:17][CH2:11][C:10]3[CH:13]=[CH:14][C:7]([O:6][CH2:5][CH2:4][N:3]([CH2:15][CH3:16])[CH2:1][CH3:2])=[CH:8][CH:9]=3)=[CH:27][CH:26]=2)[CH:21]=[CH:22][CH:23]=1. The catalyst class is: 26. (6) Reactant: [CH3:1][N:2]([CH3:10])[CH2:3]/[CH:4]=[CH:5]/[C:6]([O:8]C)=[O:7].[OH-].[Na+].[ClH:13]. Product: [ClH:13].[CH3:1][N:2]([CH3:10])[CH2:3]/[CH:4]=[CH:5]/[C:6]([OH:8])=[O:7]. The catalyst class is: 24. (7) Product: [OH:16][C:14]1[C:13]2[CH:12]=[N:11][CH:10]=[N:9][C:8]=2[O:7][C:6]=1[C:4]([O:3][CH2:1][CH3:2])=[O:5]. The catalyst class is: 20. Reactant: [CH2:1]([O:3][C:4]([CH2:6][O:7][C:8]1[C:13]([C:14]([O:16]CC)=O)=[CH:12][N:11]=[CH:10][N:9]=1)=[O:5])[CH3:2].CC(C)([O-])C.[Na+].Cl.